From a dataset of Tox21: 12 toxicity assays (nuclear receptors and stress response pathways). Binary classification across 12 toxicity assays. (1) The compound is O=P1(N(CCCl)CCCl)NCCCO1. It tested positive (active) for: NR-ER (Estrogen Receptor agonist activity). (2) The drug is CCCCCCCCCl. It tested positive (active) for: SR-HSE (Heat Shock Element response). (3) The drug is CN(C(=O)C(Cl)Cl)c1ccc(OC(=O)c2ccco2)cc1. It tested positive (active) for: NR-ER (Estrogen Receptor agonist activity).